From a dataset of Forward reaction prediction with 1.9M reactions from USPTO patents (1976-2016). Predict the product of the given reaction. (1) Given the reactants [Cl:1][C:2]1[C:10]([Cl:11])=[CH:9][CH:8]=[CH:7][C:3]=1[C:4]([OH:6])=O.[N:12]1[CH:17]=[CH:16][CH:15]=[C:14]([C:18]2([CH2:23][NH2:24])[CH2:22][CH2:21][CH2:20][CH2:19]2)[CH:13]=1, predict the reaction product. The product is: [Cl:1][C:2]1[C:10]([Cl:11])=[CH:9][CH:8]=[CH:7][C:3]=1[C:4]([NH:24][CH2:23][C:18]1([C:14]2[CH:13]=[N:12][CH:17]=[CH:16][CH:15]=2)[CH2:22][CH2:21][CH2:20][CH2:19]1)=[O:6]. (2) Given the reactants NC1[O:3][C:4]2[CH:10]=CC=CC=2N=1.CN1C[CH2:16][O:15]CC1.C1C[O:21]CC1.[C:23](#[N:25])[CH3:24], predict the reaction product. The product is: [CH3:10][C:4]1[O:3][N:25]=[CH:23][C:24]=1[C:16]([OH:15])=[O:21]. (3) Given the reactants [Cl:1][C:2]1[CH:3]=[C:4]2[CH:10]=[C:9]([C:11]([OH:13])=O)[NH:8][C:5]2=[CH:6][N:7]=1.[CH3:14][O:15][C:16](=[O:28])[C@@H:17]([OH:27])[C@@H:18]([NH2:26])[CH2:19][C:20]1[CH:25]=[CH:24][CH:23]=[CH:22][CH:21]=1.C1C=CC2N(O)N=NC=2C=1.CCN=C=NCCCN(C)C.CCN(C(C)C)C(C)C, predict the reaction product. The product is: [CH3:14][O:15][C:16](=[O:28])[C@@H:17]([OH:27])[C@@H:18]([NH:26][C:11]([C:9]1[NH:8][C:5]2=[CH:6][N:7]=[C:2]([Cl:1])[CH:3]=[C:4]2[CH:10]=1)=[O:13])[CH2:19][C:20]1[CH:25]=[CH:24][CH:23]=[CH:22][CH:21]=1. (4) The product is: [Cl:18][C:5]1[CH:4]=[C:3]([C:2]([F:15])([F:14])[F:1])[C:12]2[C:7](=[CH:8][CH:9]=[CH:10][CH:11]=2)[N:6]=1. Given the reactants [F:1][C:2]([F:15])([F:14])[C:3]1[C:12]2[C:7](=[CH:8][CH:9]=[CH:10][CH:11]=2)[N:6]=[C:5](O)[CH:4]=1.O=P(Cl)(Cl)[Cl:18], predict the reaction product.